This data is from Full USPTO retrosynthesis dataset with 1.9M reactions from patents (1976-2016). The task is: Predict the reactants needed to synthesize the given product. (1) Given the product [ClH:1].[CH3:2][C:3]1[CH:4]=[CH:5][C:6]2[CH2:7][NH:8][C@@H:9]3[C@@H:14]([C:15]=2[CH:16]=1)[C:13]1[CH:17]=[C:18]([OH:23])[C:19]([OH:21])=[CH:20][C:12]=1[CH2:11][CH2:10]3, predict the reactants needed to synthesize it. The reactants are: [ClH:1].[CH3:2][C:3]1[CH:4]=[CH:5][C:6]2[CH2:7][NH:8][C@@H:9]3[C@@H:14]([C:15]=2[CH:16]=1)[C:13]1[CH:17]=[C:18]([O:23]C)[C:19]([O:21]C)=[CH:20][C:12]=1[CH2:11][CH2:10]3.B(Br)(Br)Br.CO. (2) The reactants are: [Br:1][C:2]1[CH:8]=[C:7]([CH3:9])[CH:6]=[C:5]([F:10])[C:3]=1[NH2:4].[C:11](=O)(OC(Cl)(Cl)Cl)[O:12]C(Cl)(Cl)Cl.[NH2:23][CH:24]1[CH2:29][CH2:28][N:27]([C:30]([O:32][C:33]([CH3:36])([CH3:35])[CH3:34])=[O:31])[CH2:26][CH2:25]1. Given the product [Br:1][C:2]1[CH:8]=[C:7]([CH3:9])[CH:6]=[C:5]([F:10])[C:3]=1[NH:4][C:11]([NH:23][CH:24]1[CH2:25][CH2:26][N:27]([C:30]([O:32][C:33]([CH3:36])([CH3:35])[CH3:34])=[O:31])[CH2:28][CH2:29]1)=[O:12], predict the reactants needed to synthesize it. (3) The reactants are: [C:1]([CH2:3][C:4](N)=O)#[N:2].F[B-](F)(F)F.C([O+](CC)CC)C.[NH2:19][C:20]1[C:21]([NH:29][C@H:30]2[CH2:35][CH2:34][C@H:33]([CH2:36][C:37]#[N:38])[CH2:32][CH2:31]2)=[C:22]2[S:28][CH:27]=[CH:26][C:23]2=[N:24][CH:25]=1. Given the product [C:37]([CH2:36][C@H:33]1[CH2:32][CH2:31][C@H:30]([N:29]2[C:21]3=[C:22]4[S:28][CH:27]=[CH:26][C:23]4=[N:24][CH:25]=[C:20]3[N:19]=[C:4]2[CH2:3][C:1]#[N:2])[CH2:35][CH2:34]1)#[N:38], predict the reactants needed to synthesize it. (4) Given the product [C:20]([C:24]1[CH:25]=[CH:26][C:27]([C:28]([NH:18][C:12]2[CH:13]=[CH:14][CH:15]=[C:16]([F:17])[C:11]=2[C:10]([NH:9][C:6]2[CH:7]=[CH:8][C:3]([O:2][CH3:1])=[CH:4][CH:5]=2)=[O:19])=[O:29])=[CH:31][CH:32]=1)([CH3:23])([CH3:21])[CH3:22], predict the reactants needed to synthesize it. The reactants are: [CH3:1][O:2][C:3]1[CH:8]=[CH:7][C:6]([NH:9][C:10](=[O:19])[C:11]2[C:16]([F:17])=[CH:15][CH:14]=[CH:13][C:12]=2[NH2:18])=[CH:5][CH:4]=1.[C:20]([C:24]1[CH:32]=[CH:31][C:27]([C:28](Cl)=[O:29])=[CH:26][CH:25]=1)([CH3:23])([CH3:22])[CH3:21]. (5) Given the product [CH3:3][C:4]1([C:7]2[O:11][N:10]=[C:9]([NH2:20])[CH:8]=2)[CH2:6][CH2:5]1, predict the reactants needed to synthesize it. The reactants are: [OH-].[Na+].[CH3:3][C:4]1([C:7](=[O:11])[CH2:8][C:9]#[N:10])[CH2:6][CH2:5]1.C(O)C.S(O)(O)(=O)=O.[NH2:20]O. (6) Given the product [CH:1]1([NH:6][C:7](=[O:23])[C:8]2[CH:9]=[CH:10][C:11]([C:27]3[CH:28]=[C:29]([C:31]4[NH:40][C:34]5[N:35]=[CH:36][NH:37][C:38](=[O:39])[C:33]=5[CH:32]=4)[CH:30]=[CH:25][N:26]=3)=[CH:12][CH:13]=2)[CH2:2][CH2:3][CH2:4][CH2:5]1, predict the reactants needed to synthesize it. The reactants are: [CH:1]1([NH:6][C:7](=[O:23])[C:8]2[CH:13]=[CH:12][C:11](B3OC(C)(C)C(C)(C)O3)=[CH:10][CH:9]=2)[CH2:5][CH2:4][CH2:3][CH2:2]1.Cl[C:25]1[CH:30]=[C:29]([C:31]2[NH:40][C:34]3[N:35]=[CH:36][NH:37][C:38](=[O:39])[C:33]=3[CH:32]=2)[CH:28]=[CH:27][N:26]=1. (7) The reactants are: [Br:1][C:2]1[C:3]([O:26][CH3:27])=[CH:4][C:5](OC)=[C:6]([CH:23]=1)[C:7]([C:9](=[CH:15][NH:16][C@@H:17]([CH:20]([CH3:22])[CH3:21])[CH2:18][OH:19])[C:10]([O:12][CH2:13][CH3:14])=[O:11])=[O:8].[Cl-].[K+].C[Si](C)(C)N=C(O[Si](C)(C)C)C.Cl. Given the product [Br:1][C:2]1[CH:23]=[C:6]2[C:5](=[CH:4][C:3]=1[O:26][CH3:27])[N:16]([C@@H:17]([CH:20]([CH3:22])[CH3:21])[CH2:18][OH:19])[CH:15]=[C:9]([C:10]([O:12][CH2:13][CH3:14])=[O:11])[C:7]2=[O:8], predict the reactants needed to synthesize it. (8) Given the product [NH2:7][C@H:2]([C:3]([OH:4])=[O:16])[CH2:5][C:26]1[CH:25]=[CH:24][C:22]([OH:23])=[CH:28][CH:27]=1, predict the reactants needed to synthesize it. The reactants are: C(O)[C:2]([NH2:7])([CH2:5]O)[CH2:3][OH:4].Cl.[Mg+2].[Cl-].[Cl-].SC[C@H]([C@@H](CS)O)[OH:16].O[C:22]([CH2:24][CH2:25][CH2:26][CH2:27][C@H:28]1[C@@H]2[C@@H](NC(N2)=O)CS1)=[O:23].P(OC[C@H]1O[C@@H](N2C3N=CN=C(N)C=3N=C2)[C@H](O)[C@@H]1O)(OP(OP(O)(O)=O)(O)=O)(=O)O. (9) The reactants are: [CH3:1][N:2]1[CH:15]([CH3:16])[CH2:14][C:5]2[NH:6][C:7]3[CH:8]=[CH:9][C:10]([CH3:13])=[CH:11][C:12]=3[C:4]=2[CH2:3]1.P([O-])([O-])([O-])=O.[K+].[K+].[K+].N1CCC[C@H]1C(O)=O.Br[CH:34]=[C:35]([C:37]1[CH:42]=[CH:41][N:40]=[CH:39][CH:38]=1)[CH3:36]. Given the product [CH3:1][N:2]1[CH:15]([CH3:16])[CH2:14][C:5]2[N:6]([CH:34]=[C:35]([C:37]3[CH:42]=[CH:41][N:40]=[CH:39][CH:38]=3)[CH3:36])[C:7]3[CH:8]=[CH:9][C:10]([CH3:13])=[CH:11][C:12]=3[C:4]=2[CH2:3]1, predict the reactants needed to synthesize it.